From a dataset of CYP1A2 inhibition data for predicting drug metabolism from PubChem BioAssay. Regression/Classification. Given a drug SMILES string, predict its absorption, distribution, metabolism, or excretion properties. Task type varies by dataset: regression for continuous measurements (e.g., permeability, clearance, half-life) or binary classification for categorical outcomes (e.g., BBB penetration, CYP inhibition). Dataset: cyp1a2_veith. (1) The drug is CC(C)(C)c1ccc(C(=O)NC(Cc2ccccc2)C(=O)O)cc1. The result is 0 (non-inhibitor). (2) The compound is O=C1C2CCC(C(O)C2)N1Cc1ccccc1. The result is 0 (non-inhibitor). (3) The molecule is Nc1ncnc2c1ncn2[C@@H]1O[C@@H](CO)[C@H](O)[C@H]1O. The result is 0 (non-inhibitor). (4) The molecule is CO[C@H]1COC(=O)[C@H](C)NC(=O)[C@@H](C)COC(=O)C/C=C\[C@@H]1C. The result is 0 (non-inhibitor). (5) The drug is C[C@@]12CCC(=O)C=C1CC[C@@H]1[C@@H]3CC[C@H](C(=O)Cn4cnc5c(=S)nc[nH]c54)[C@]3(C)CC[C@H]12. The result is 0 (non-inhibitor).